From a dataset of Full USPTO retrosynthesis dataset with 1.9M reactions from patents (1976-2016). Predict the reactants needed to synthesize the given product. (1) Given the product [N:1]1([CH2:31][CH2:32][C:33]([OH:35])=[O:34])[CH2:6][CH2:5][CH:4]([CH2:7][CH2:8][CH2:9][CH:10]2[CH2:15][CH2:14][N:13]([CH2:16][CH2:17][C:18]([OH:20])=[O:19])[CH:12]([CH2:21][CH2:22][C:23]([OH:25])=[O:24])[CH2:11]2)[CH2:3][CH:2]1[CH2:26][CH2:27][C:28]([OH:30])=[O:29].[NH2:45][CH2:44][CH2:43][CH2:46][NH2:47], predict the reactants needed to synthesize it. The reactants are: [N:1]1([CH2:31][CH2:32][C:33]([OH:35])=[O:34])[CH2:6][CH2:5][CH:4]([CH2:7][CH2:8][CH2:9][CH:10]2[CH2:15][CH2:14][N:13]([CH2:16][CH2:17][C:18]([OH:20])=[O:19])[CH:12]([CH2:21][CH2:22][C:23]([OH:25])=[O:24])[CH2:11]2)[CH2:3][CH:2]1[CH2:26][CH2:27][C:28]([OH:30])=[O:29].C([C:43](C(OC(C)(C)C)=O)([CH2:46][NH2:47])[CH2:44][NH2:45])(OC(C)(C)C)=O.Cl. (2) Given the product [ClH:30].[CH3:27][C:2]1([CH3:1])[CH2:7][C:6]([CH3:8])([CH3:9])[CH2:5][CH:4]([C:10]2[CH:15]=[CH:14][CH:13]=[CH:12][C:11]=2[N:16]2[CH2:21][CH2:20][N:19]([CH2:22][CH2:23][CH:24]([OH:26])[CH3:25])[CH2:18][CH2:17]2)[CH2:3]1, predict the reactants needed to synthesize it. The reactants are: [CH3:1][C:2]1([CH3:27])[CH2:7][C:6]([CH3:9])([CH3:8])[CH2:5][CH:4]([C:10]2[CH:15]=[CH:14][CH:13]=[CH:12][C:11]=2[N:16]2[CH2:21][CH2:20][N:19]([CH2:22][CH2:23][C:24](=[O:26])[CH3:25])[CH2:18][CH2:17]2)[CH2:3]1.[BH4-].[Na+].[Cl-:30].[NH4+]. (3) Given the product [NH2:22][CH2:21][C:18]1[C:19]([NH2:20])=[N:7][C:6]([C:5]2[CH:9]=[CH:10][C:11]([O:12][CH3:13])=[C:3]([O:2][CH3:1])[CH:4]=2)=[N:8][C:17]=1[C:16]1[CH:23]=[CH:24][C:25]([Cl:27])=[CH:26][C:15]=1[Cl:14], predict the reactants needed to synthesize it. The reactants are: [CH3:1][O:2][C:3]1[CH:4]=[C:5]([CH:9]=[CH:10][C:11]=1[O:12][CH3:13])[C:6]([NH2:8])=[NH:7].[Cl:14][C:15]1[CH:26]=[C:25]([Cl:27])[CH:24]=[CH:23][C:16]=1[CH:17]=[C:18]([C:21]#[N:22])[C:19]#[N:20]. (4) Given the product [Br:13][C:14]1[C:15]([Si:23]([CH3:26])([CH3:25])[CH3:24])=[C:16]([F:21])[C:17]([F:20])=[CH:18][CH:19]=1, predict the reactants needed to synthesize it. The reactants are: C(NC(C)C)(C)C.C([Li])CCC.[Br:13][C:14]1[CH:19]=[CH:18][C:17]([F:20])=[C:16]([F:21])[CH:15]=1.Cl[Si:23]([CH3:26])([CH3:25])[CH3:24].